Predict the product of the given reaction. From a dataset of Forward reaction prediction with 1.9M reactions from USPTO patents (1976-2016). The product is: [CH3:23][O:22][C:3]1[C:2]([C:25]2[S:24][CH:28]=[CH:27][CH:26]=2)=[CH:7][CH:6]=[C:5]([O:8][CH3:9])[C:4]=1[C:10](=[O:21])[CH2:11][C:12]1[CH:17]=[CH:16][C:15]([N+:18]([O-:20])=[O:19])=[CH:14][CH:13]=1. Given the reactants Br[C:2]1[C:3]([O:22][CH3:23])=[C:4]([C:10](=[O:21])[CH2:11][C:12]2[CH:17]=[CH:16][C:15]([N+:18]([O-:20])=[O:19])=[CH:14][CH:13]=2)[C:5]([O:8][CH3:9])=[CH:6][CH:7]=1.[S:24]1[CH:28]=[CH:27][CH:26]=[C:25]1B(O)O, predict the reaction product.